This data is from Forward reaction prediction with 1.9M reactions from USPTO patents (1976-2016). The task is: Predict the product of the given reaction. (1) Given the reactants [CH2:1]1[C:13]2[C:4](=[N:5][C:6]3[CH:7]=[CH:8][CH:9]=[CH:10][C:11]=3[CH:12]=2)[CH2:3][CH2:2]1.[H][H], predict the reaction product. The product is: [CH2:1]1[C@@H:13]2[C@H:4]([NH:5][C:6]3[CH:7]=[CH:8][CH:9]=[CH:10][C:11]=3[CH2:12]2)[CH2:3][CH2:2]1. (2) Given the reactants [N+:1]1([O-:8])[CH:6]=[CH:5][C:4]([CH3:7])=[CH:3][CH:2]=1.C([Li])CCC.[O:14]1CCCC1, predict the reaction product. The product is: [OH:8][N:1]1[CH:6]=[CH:5][C:4]([CH3:7])=[CH:3][C:2]1=[O:14]. (3) Given the reactants [OH:1][C:2]1([CH3:20])[CH2:7][CH2:6][CH:5]([NH:8][C:9]2[C:10]([CH3:19])=[C:11]([CH:16]=[CH:17][CH:18]=2)[C:12]([O:14][CH3:15])=[O:13])[CH2:4][CH2:3]1.[CH:21](=O)[CH3:22].C(O)(=O)C.C(O[BH-](OC(=O)C)OC(=O)C)(=O)C.[Na+].C([O-])(O)=O.[Na+], predict the reaction product. The product is: [CH2:21]([N:8]([CH:5]1[CH2:6][CH2:7][C:2]([OH:1])([CH3:20])[CH2:3][CH2:4]1)[C:9]1[C:10]([CH3:19])=[C:11]([CH:16]=[CH:17][CH:18]=1)[C:12]([O:14][CH3:15])=[O:13])[CH3:22]. (4) Given the reactants [Cl:1][CH2:2][C:3]([N:5]1[CH2:9][CH2:8][CH2:7][CH2:6]1)=[O:4].[CH3:10][C:11]1[N:12]=[CH:13][S:14][C:15]=1[CH3:16].N1CCCC1.ClCC(Cl)=O.[OH-].[Na+], predict the reaction product. The product is: [Cl-:1].[N:5]1([C:3](=[O:4])[CH2:2][N+:12]2[C:11]([CH3:10])=[C:15]([CH3:16])[S:14][CH:13]=2)[CH2:9][CH2:8][CH2:7][CH2:6]1.[Cl:1][CH2:2][C:3]([N:5]1[CH2:9][CH2:8][CH2:7][CH2:6]1)=[O:4].